Dataset: Reaction yield outcomes from USPTO patents with 853,638 reactions. Task: Predict the reaction yield, written as a fraction of the theoretical maximum amount of product (1.0 means a 100% yield; for example, 0.34 means a 34% yield). (1) The reactants are [C:1]([O:9]CC)(=O)[CH2:2][C:3]([O:5][CH2:6][CH3:7])=[O:4].[H-].[Na+].[H][H].[CH3:16][N:17]1C(=O)O[C:20](=[O:21])[C:19]2=[CH:25][CH:26]=[CH:27][CH:28]=[C:18]12.Cl. The catalyst is CC(N(C)C)=O. The product is [CH2:6]([O:5][C:3]([C:2]1[C:1](=[O:9])[N:17]([CH3:16])[C:18]2[C:19]([C:20]=1[OH:21])=[CH:25][CH:26]=[CH:27][CH:28]=2)=[O:4])[CH3:7]. The yield is 0.670. (2) The reactants are [OH-:1].[Na+].[CH3:3][C:4]1[C:12]2[C:7](=[N:8][CH:9]=[CH:10][CH:11]=2)[NH:6][N:5]=1.[O-][Mn](=O)(=O)=O.[K+].C[OH:20]. The catalyst is O.C(Cl)Cl. The product is [NH:6]1[C:7]2=[N:8][CH:9]=[CH:10][CH:11]=[C:12]2[C:4]([C:3]([OH:20])=[O:1])=[N:5]1. The yield is 0.810. (3) The reactants are [Cl:1][C:2]1[C:3]([CH3:31])=[N:4][N:5]([C:7]2[N:12]=[CH:11][C:10]([NH:13][CH:14]([CH:26]3[CH2:30][CH2:29][CH2:28][CH2:27]3)[C:15]3[CH:25]=[CH:24][C:18]([C:19]([O:21]CC)=[O:20])=[CH:17][CH:16]=3)=[CH:9][CH:8]=2)[CH:6]=1.[OH-].[Na+]. The catalyst is CO.O1CCCC1. The product is [Cl:1][C:2]1[C:3]([CH3:31])=[N:4][N:5]([C:7]2[N:12]=[CH:11][C:10]([NH:13][CH:14]([CH:26]3[CH2:30][CH2:29][CH2:28][CH2:27]3)[C:15]3[CH:25]=[CH:24][C:18]([C:19]([OH:21])=[O:20])=[CH:17][CH:16]=3)=[CH:9][CH:8]=2)[CH:6]=1. The yield is 0.930. (4) The reactants are [CH3:1][Si:2]([CH3:44])([CH3:43])[CH2:3][CH2:4][O:5][C:6](=[O:42])[CH:7]([CH2:33][CH:34]=[CH:35][CH2:36][P:37]([OH:41])([O:39][CH3:40])=[O:38])[CH2:8][C:9]([CH3:32])=[CH:10][CH2:11][C:12]1[C:13]([O:25][CH2:26][CH2:27][Si:28]([CH3:31])([CH3:30])[CH3:29])=[C:14]2[C:18](=[C:19]([CH3:23])[C:20]=1[O:21][CH3:22])[CH2:17][O:16][C:15]2=[O:24].C1CN([P+](ON2N=NC3C=CC=CC2=3)(N2CCCC2)N2CCCC2)CC1.F[P-](F)(F)(F)(F)F.[C:78]([O:83][CH2:84][CH3:85])(=[O:82])[C@H:79]([CH3:81])O.CCN(C(C)C)C(C)C. The catalyst is CN(C=O)C. The product is [CH3:44][Si:2]([CH3:43])([CH3:1])[CH2:3][CH2:4][O:5][C:6](=[O:42])[CH:7]([CH2:33][CH:34]=[CH:35][CH2:36][P:37]([O:41][CH:79]([C:78]([O:83][CH2:84][CH3:85])=[O:82])[CH3:81])([O:39][CH3:40])=[O:38])[CH2:8][C:9]([CH3:32])=[CH:10][CH2:11][C:12]1[C:13]([O:25][CH2:26][CH2:27][Si:28]([CH3:31])([CH3:30])[CH3:29])=[C:14]2[C:18](=[C:19]([CH3:23])[C:20]=1[O:21][CH3:22])[CH2:17][O:16][C:15]2=[O:24]. The yield is 0.740. (5) The catalyst is FC(F)(F)C(O)=O.C(OCC)(=O)C. The product is [N:10]1[C:11]2[C:12](=[N:13][CH:14]=[CH:15][C:16]=2[CH2:17][N:18]2[CH2:22][CH:21]([CH2:23][CH2:24][CH3:25])[CH2:20][C:19]2=[O:26])[NH:8][CH:9]=1. The yield is 0.850. The reactants are COC1C=CC(C[N:8]2[C:12]3=[N:13][CH:14]=[CH:15][C:16]([CH2:17][N:18]4[CH2:22][CH:21]([CH2:23][CH2:24][CH3:25])[CH2:20][C:19]4=[O:26])=[C:11]3[N:10]=[CH:9]2)=CC=1.C1(OC)C=CC=CC=1.OS(O)(=O)=O.C([O-])(O)=O.[Na+]. (6) The reactants are [H-].[Na+].[CH3:3][O:4][C:5]([CH2:7]P(OC)(OC)=O)=[O:6].[C:14]([O:18][C:19]([N:21]1[CH2:26][CH2:25][C:24](=O)[CH2:23][CH2:22]1)=[O:20])([CH3:17])([CH3:16])[CH3:15]. The catalyst is CN(C)C=O.C(OCC)C. The product is [CH3:3][O:4][C:5](=[O:6])[CH:7]=[C:24]1[CH2:25][CH2:26][N:21]([C:19]([O:18][C:14]([CH3:17])([CH3:16])[CH3:15])=[O:20])[CH2:22][CH2:23]1. The yield is 0.920. (7) The reactants are CI.CBr.CCl.[C:7]1([CH3:18])[CH:12]=[CH:11][C:10]([S:13]([O:16]C)(=[O:15])=[O:14])=[CH:9][CH:8]=1.CN(C)C(N(C)C)=O. The catalyst is CN(C=O)C.C1COCC1.CC(C)=O.C(O)(C)C. The product is [C:7]1([CH3:18])[CH:8]=[CH:9][C:10]([S:13]([OH:16])(=[O:14])=[O:15])=[CH:11][CH:12]=1. The yield is 1.00.